Dataset: Forward reaction prediction with 1.9M reactions from USPTO patents (1976-2016). Task: Predict the product of the given reaction. (1) Given the reactants FC1C=C(C2C3[CH:20]([CH2:21][C:22]([NH:24][CH3:25])=O)CCC=3C=NC=2)C=CC=1C(F)(F)F.FC1C=C(C2C3CCC(CC(O)=O)C=3C=NC=2)C=CC=1C(F)(F)F.[F:50][C:51]1[CH:56]=[C:55]([C:57]([F:60])([F:59])[F:58])[CH:54]=[CH:53][C:52]=1[C:61]1[C:62]2[CH:69]([CH2:70][C:71]([OH:73])=O)[CH2:68][CH2:67][C:63]=2[CH:64]=[N:65][CH:66]=1.CN.N1CCCC1, predict the reaction product. The product is: [F:50][C:51]1[CH:56]=[C:55]([C:57]([F:59])([F:60])[F:58])[CH:54]=[CH:53][C:52]=1[C:61]1[C:62]2[CH:69]([CH2:70][C:71]([N:24]3[CH2:22][CH2:21][CH2:20][CH2:25]3)=[O:73])[CH2:68][CH2:67][C:63]=2[CH:64]=[N:65][CH:66]=1. (2) Given the reactants [NH4+].[NH4+].C([O:5][C:6]([CH2:8][O:9][C:10]1[CH:19]=[C:18]([S:20]([OH:23])(=[O:22])=[O:21])[CH:17]=[C:16]2[C:11]=1[CH:12]=[CH:13][C:14]([NH:24][C:25]([NH:27][C:28]1[CH:37]=[C:36]3[C:31]([C:32]([OH:42])=[CH:33][C:34]([S:38]([O-:41])(=[O:40])=[O:39])=[CH:35]3)=[CH:30][CH:29]=1)=[O:26])=[CH:15]2)=[O:7])C.C([O:45][C:46]([CH2:48][O:49][C:50]1[CH:59]=[C:58]([S:60]([OH:63])(=[O:62])=[O:61])[CH:57]=[C:56]2[C:51]=1[CH:52]=[CH:53][C:54]([NH:64][C:65]([NH:67][C:68]1[CH:77]=[C:76]3[C:71]([C:72]([OH:82])=[CH:73][C:74]([S:78]([O-:81])(=[O:80])=[O:79])=[CH:75]3)=[CH:70][CH:69]=1)=[O:66])=[CH:55]2)=[O:47])C.[OH-].[Na+:84].Cl, predict the reaction product. The product is: [Na+:84].[Na+:84].[OH:42][C:32]1[CH:33]=[C:34]([S:38]([OH:41])(=[O:40])=[O:39])[CH:35]=[C:36]2[C:31]=1[CH:30]=[CH:29][C:28]([NH:27][C:25]([NH:24][C:14]1[CH:15]=[C:16]3[C:11](=[CH:12][CH:13]=1)[C:10]([O:9][CH2:8][C:6]([O-:7])=[O:5])=[CH:19][C:18]([S:20]([OH:23])(=[O:22])=[O:21])=[CH:17]3)=[O:26])=[CH:37]2.[OH:82][C:72]1[CH:73]=[C:74]([S:78]([OH:81])(=[O:80])=[O:79])[CH:75]=[C:76]2[C:71]=1[CH:70]=[CH:69][C:68]([NH:67][C:65]([NH:64][C:54]1[CH:55]=[C:56]3[C:51](=[CH:52][CH:53]=1)[C:50]([O:49][CH2:48][C:46]([O-:47])=[O:45])=[CH:59][C:58]([S:60]([OH:63])(=[O:62])=[O:61])=[CH:57]3)=[O:66])=[CH:77]2. (3) Given the reactants [CH3:1][O:2][C:3]1[C:8]([NH:9][C:10](=[O:16])[O:11][C:12]([CH3:15])([CH3:14])[CH3:13])=[CH:7][CH:6]=[CH:5][N:4]=1.CN(C)CCN(C)C.C([Li])CCC.[C:30](=[O:32])=[O:31].[Cl-].[NH4+], predict the reaction product. The product is: [C:12]([O:11][C:10]([NH:9][C:8]1[C:3]([O:2][CH3:1])=[N:4][CH:5]=[CH:6][C:7]=1[C:30]([OH:32])=[O:31])=[O:16])([CH3:13])([CH3:15])[CH3:14]. (4) Given the reactants [CH:1]1([N:4]2[CH2:8][CH2:7][C:6]3([CH2:12][CH2:11]N[CH2:9]3)[CH2:5]2)[CH2:3][CH2:2]1.C(O[C:18]([NH:20][CH:21]1[CH2:30][CH2:29][C:28]2C=C(C(O)=O)C=C[C:23]=2[CH2:22]1)=O)(C)(C)C.CN(C(ON1N=NC2C=CC=NC1=2)=[N+](C)C)C.F[P-](F)(F)(F)(F)F.CCN(C(C)C)C(C)C.N1CCCCC1, predict the reaction product. The product is: [CH3:18][NH:20][CH:21]1[CH2:30][CH2:29][C:28]2[C:23](=[CH:11][CH:12]=[C:6]([CH2:5][N:4]3[CH2:1][CH2:3][CH2:2][CH2:7][CH2:8]3)[CH:9]=2)[CH2:22]1. (5) Given the reactants [CH2:1]([O:8][C:9]1[C:10](=[O:28])[CH:11]=[CH:12][N:13]2[CH2:18][CH2:17][N:16]([CH2:19][C:20]3[CH:25]=[CH:24][C:23]([F:26])=[CH:22][CH:21]=3)[C:15](=[O:27])[C:14]=12)[C:2]1[CH:7]=[CH:6][CH:5]=[CH:4][CH:3]=1.[I:29]N1C(=O)CCC1=O.C1C=C(Cl)C=C(C(OO)=O)C=1, predict the reaction product. The product is: [CH2:1]([O:8][C:9]1[C:10](=[O:28])[C:11]([I:29])=[CH:12][N:13]2[CH2:18][CH2:17][N:16]([CH2:19][C:20]3[CH:21]=[CH:22][C:23]([F:26])=[CH:24][CH:25]=3)[C:15](=[O:27])[C:14]=12)[C:2]1[CH:7]=[CH:6][CH:5]=[CH:4][CH:3]=1. (6) Given the reactants CC1(C)[O:7][C:6](=O)[CH:5]=[C:4]([CH3:9])O1.[NH2:11][C:12]([CH3:21])=[CH:13][C:14]([C:16]1[S:17][CH:18]=[CH:19][CH:20]=1)=[O:15], predict the reaction product. The product is: [CH3:21][C:12]1[NH:11][C:4]([CH3:9])=[CH:5][C:6](=[O:7])[C:13]=1[C:14]([C:16]1[S:17][CH:18]=[CH:19][CH:20]=1)=[O:15]. (7) Given the reactants [NH:1]1[CH2:5][CH2:4][CH2:3][CH:2]1[C:6]1[CH:7]=[C:8]([CH:19]=[CH:20][CH:21]=1)[O:9][CH2:10][CH2:11][CH2:12][N:13]1[CH2:18][CH2:17][CH2:16][CH2:15][CH2:14]1.[CH2:22]1[O:30][CH:23]1[C:24]1[CH:29]=[CH:28][CH:27]=[CH:26][CH:25]=1, predict the reaction product. The product is: [C:24]1([CH:23]([OH:30])[CH2:22][N:1]2[CH2:5][CH2:4][CH2:3][CH:2]2[C:6]2[CH:21]=[CH:20][CH:19]=[C:8]([O:9][CH2:10][CH2:11][CH2:12][N:13]3[CH2:18][CH2:17][CH2:16][CH2:15][CH2:14]3)[CH:7]=2)[CH:29]=[CH:28][CH:27]=[CH:26][CH:25]=1. (8) Given the reactants C([O:4][CH2:5][CH2:6][CH2:7][C:8]1[CH:13]=[C:12]([C:14](=[O:38])[CH2:15][CH2:16][C:17]([NH:19][C:20]2[S:21][C:22]([CH2:31][C:32]3[CH:37]=[CH:36][CH:35]=[CH:34][CH:33]=3)=[C:23]([C:25]3[CH:30]=[CH:29][CH:28]=[CH:27][CH:26]=3)[CH:24]=2)=[O:18])[CH:11]=[CH:10][C:9]=1[O:39][CH3:40])(=O)C.CO.[OH-].[Na+], predict the reaction product. The product is: [CH2:31]([C:22]1[S:21][C:20]([NH:19][C:17](=[O:18])[CH2:16][CH2:15][C:14]([C:12]2[CH:11]=[CH:10][C:9]([O:39][CH3:40])=[C:8]([CH2:7][CH2:6][CH2:5][OH:4])[CH:13]=2)=[O:38])=[CH:24][C:23]=1[C:25]1[CH:26]=[CH:27][CH:28]=[CH:29][CH:30]=1)[C:32]1[CH:37]=[CH:36][CH:35]=[CH:34][CH:33]=1.